Dataset: Forward reaction prediction with 1.9M reactions from USPTO patents (1976-2016). Task: Predict the product of the given reaction. (1) Given the reactants [Br-:1].[Br:2][CH2:3][CH2:4][CH2:5][CH2:6][N+:7]([CH3:17])([CH3:16])[CH2:8][CH2:9][CH2:10][C:11]([O:13][CH2:14][CH3:15])=[O:12].C1(C)C=CC(S(O)(=O)=O)=CC=1.[F:29][C:30]1[CH:39]=[CH:38][CH:37]=[C:36]2[C:31]=1[C:32]([CH3:40])=[CH:33][CH:34]=[N:35]2.C(N(CC)CC)C, predict the reaction product. The product is: [Br-:2].[Br-:1].[CH3:16][N+:7]([CH3:17])([CH2:8][CH2:9][CH2:10][C:11]([O:13][CH2:14][CH3:15])=[O:12])[CH2:6][CH2:5][CH2:4][CH2:3][N+:35]1[C:36]2[C:31](=[C:30]([F:29])[CH:39]=[CH:38][CH:37]=2)[C:32]([CH3:40])=[CH:33][CH:34]=1. (2) The product is: [N:1]1[CH:6]=[CH:5][CH:4]=[CH:3][C:2]=1[C:7]1[NH:39][C:27]2[CH:26]=[C:25]([O:24][C:20]3[CH:19]=[N:18][CH:23]=[CH:22][CH:21]=3)[C:30]([O:31][C:32]3[CH:33]=[N:34][CH:35]=[CH:36][CH:37]=3)=[CH:29][C:28]=2[N:38]=1. Given the reactants [N:1]1[CH:6]=[CH:5][CH:4]=[CH:3][C:2]=1[CH:7]=O.[N+](C1C=CC=CC=1)([O-])=O.[N:18]1[CH:23]=[CH:22][CH:21]=[C:20]([O:24][C:25]2[CH:26]=[C:27]([NH2:39])[C:28]([NH2:38])=[CH:29][C:30]=2[O:31][C:32]2[CH:33]=[N:34][CH:35]=[CH:36][CH:37]=2)[CH:19]=1, predict the reaction product. (3) The product is: [Br:1][C:2]1[CH:3]=[C:4]([N:9]2[C:23](=[O:24])[O:12][N:11]=[C:10]2[C:13]2[C:17]([NH:18][CH2:19][CH2:20][O:21][CH3:22])=[N:16][O:15][N:14]=2)[CH:5]=[CH:6][C:7]=1[F:8]. Given the reactants [Br:1][C:2]1[CH:3]=[C:4]([NH:9][C:10]([C:13]2[C:17]([NH:18][CH2:19][CH2:20][O:21][CH3:22])=[N:16][O:15][N:14]=2)=[N:11][OH:12])[CH:5]=[CH:6][C:7]=1[F:8].[C:23](N1C=CN=C1)(N1C=CN=C1)=[O:24], predict the reaction product. (4) Given the reactants [CH3:1][C:2]1[O:3][C:4]2[CH:10]=[C:9]3[C:11]4([CH2:21][O:22][C:8]3=[CH:7][C:5]=2[N:6]=1)[C:19]1[C:14](=[CH:15][CH:16]=[CH:17][CH:18]=1)[NH:13][C:12]4=[O:20].CC1C=CC(S(O[CH2:34][C@H:35]2[CH2:39][CH2:38][CH2:37][O:36]2)(=O)=O)=CC=1.BrCC1CCCCO1, predict the reaction product. The product is: [CH3:1][C:2]1[O:3][C:4]2[CH:10]=[C:9]3[C:11]4([CH2:21][O:22][C:8]3=[CH:7][C:5]=2[N:6]=1)[C:19]1[C:14](=[CH:15][CH:16]=[CH:17][CH:18]=1)[N:13]([CH2:34][C@H:35]1[CH2:39][CH2:38][CH2:37][O:36]1)[C:12]4=[O:20]. (5) Given the reactants [Cl:1][C:2]1[CH:7]=[CH:6][CH:5]=[CH:4][C:3]=1[C:8]1[C:9]([CH2:19][N:20]2C(=O)C3C(=CC=CC=3)C2=O)=[N:10][C:11]2[C:16]([N:17]=1)=[C:15]([I:18])[CH:14]=[CH:13][CH:12]=2.C(O)C.NN, predict the reaction product. The product is: [Cl:1][C:2]1[CH:7]=[CH:6][CH:5]=[CH:4][C:3]=1[C:8]1[C:9]([CH2:19][NH2:20])=[N:10][C:11]2[C:16]([N:17]=1)=[C:15]([I:18])[CH:14]=[CH:13][CH:12]=2.